From a dataset of NCI-60 drug combinations with 297,098 pairs across 59 cell lines. Regression. Given two drug SMILES strings and cell line genomic features, predict the synergy score measuring deviation from expected non-interaction effect. (1) Drug 1: C(CCl)NC(=O)N(CCCl)N=O. Cell line: NCI-H226. Synergy scores: CSS=40.5, Synergy_ZIP=0.207, Synergy_Bliss=-4.17, Synergy_Loewe=-24.9, Synergy_HSA=-1.81. Drug 2: CC1C(C(CC(O1)OC2CC(CC3=C2C(=C4C(=C3O)C(=O)C5=C(C4=O)C(=CC=C5)OC)O)(C(=O)CO)O)N)O.Cl. (2) Drug 1: C1CN1C2=NC(=NC(=N2)N3CC3)N4CC4. Drug 2: CC1=C(C(=O)C2=C(C1=O)N3CC4C(C3(C2COC(=O)N)OC)N4)N. Cell line: T-47D. Synergy scores: CSS=32.7, Synergy_ZIP=-5.68, Synergy_Bliss=-2.27, Synergy_Loewe=0.0647, Synergy_HSA=1.43. (3) Drug 1: CC1C(C(CC(O1)OC2CC(CC3=C2C(=C4C(=C3O)C(=O)C5=C(C4=O)C(=CC=C5)OC)O)(C(=O)CO)O)N)O. Drug 2: CS(=O)(=O)CCNCC1=CC=C(O1)C2=CC3=C(C=C2)N=CN=C3NC4=CC(=C(C=C4)OCC5=CC(=CC=C5)F)Cl. Cell line: UACC62. Synergy scores: CSS=75.6, Synergy_ZIP=3.65, Synergy_Bliss=4.64, Synergy_Loewe=5.28, Synergy_HSA=8.01. (4) Drug 1: CNC(=O)C1=NC=CC(=C1)OC2=CC=C(C=C2)NC(=O)NC3=CC(=C(C=C3)Cl)C(F)(F)F. Drug 2: CN(CCCl)CCCl.Cl. Cell line: HCT-15. Synergy scores: CSS=21.2, Synergy_ZIP=-3.98, Synergy_Bliss=-0.164, Synergy_Loewe=-25.0, Synergy_HSA=-3.02. (5) Drug 1: CN1CCC(CC1)COC2=C(C=C3C(=C2)N=CN=C3NC4=C(C=C(C=C4)Br)F)OC. Drug 2: C1C(C(OC1N2C=NC(=NC2=O)N)CO)O. Cell line: HT29. Synergy scores: CSS=16.3, Synergy_ZIP=-2.57, Synergy_Bliss=-0.218, Synergy_Loewe=-1.86, Synergy_HSA=0.228. (6) Drug 1: CC1C(C(CC(O1)OC2CC(CC3=C2C(=C4C(=C3O)C(=O)C5=C(C4=O)C(=CC=C5)OC)O)(C(=O)C)O)N)O.Cl. Drug 2: CN(CC1=CN=C2C(=N1)C(=NC(=N2)N)N)C3=CC=C(C=C3)C(=O)NC(CCC(=O)O)C(=O)O. Cell line: HL-60(TB). Synergy scores: CSS=86.6, Synergy_ZIP=5.76, Synergy_Bliss=7.70, Synergy_Loewe=2.16, Synergy_HSA=4.19.